From a dataset of Experimentally validated miRNA-target interactions with 360,000+ pairs, plus equal number of negative samples. Binary Classification. Given a miRNA mature sequence and a target amino acid sequence, predict their likelihood of interaction. (1) The miRNA is mmu-miR-129b-5p with sequence GCUUUUUGGGGUAAGGGCUUCC. The protein sequence of the target gene is MADVDPDTLLEWLQMGQGDERDMQLIALEQLCMLLLMSDNVDRCFETCPPRTFLPALCKIFLDESAPDNVLEVTARAITYYLDVSAECTRRIVGVDGAIKALCNRLVVVELNNRTSRDLAEQCVKVLELICTRESGAVFEAGGLNCVLTFIRDSGHLVHKDTLHSAMAVVSRLCGKMEPQDSSLEICVESLSSLLKHEDHQVSDGALRCFASLADRFTRRGVDPAPLAKHGLTEELLSRMAAAGGTVSGPSSACKPGRSTTGAPSTTADSKLSNQVSTIVSLLSTLCRGSPVVTHDLLRS.... Result: 0 (no interaction). (2) The miRNA is hsa-miR-548bb-5p with sequence AAAAGUAACUAUGGUUUUUGCC. The protein sequence of the target gene is MKVTRFMFWLFSMLLPSVKSQASETEVPCNFSRRNYTLIPEGISTNVTILDLSYNRITLNAADSRVLQMYSLLTELYLMENNIIALYNSSFRNLLNLEILNICGNSISVIQQGSFVGLNELKQLFLCQNKILQLNPDTFVPLNNLKVLNLQGNLIRLFDAPQLPHLEILTLDGNPWNCTCGLLELHNWLNTSNVTLENENMTMCSYPDELKHDSIKSAPFTTECHSTFISTITEDFQSTRNSSFNSSSHNLTWTSEHEPLGKSWAFLVGVVATVLLTSLLIFIAIKCPVWYNILLSYNHH.... Result: 0 (no interaction). (3) The miRNA is hsa-miR-423-3p with sequence AGCUCGGUCUGAGGCCCCUCAGU. The protein sequence of the target gene is MSSTSSKRAPTTATQRLKQDYLRIKKDPVPYICAEPLPSNILEWHYVVRGPEMTPYEGGYYHGKLIFPREFPFKPPSIYMITPNGRFKCNTRLCLSITDFHPDTWNPAWSVSTILTGLLSFMVEKGPTLGSIETSDFTKRQLAVQSLAFNLKDKVFCELFPEVVEEIKQKQKAQDELSSRPQTLPLPDVVPDGETHLVQNGIQLLNGHAPGAVPNLAGLQQANRHHGLLGGALANLFVIVGFAAFAYTVKYVLRSIAQE. Result: 1 (interaction). (4) The miRNA is hsa-miR-2467-3p with sequence AGCAGAGGCAGAGAGGCUCAGG. The protein sequence of the target gene is MAVGLCKAMSQGLVTFRDVALDFSQEEWEWLKPSQKDLYRDVMLENYRNLVWLGLSISKPNMISLLEQGKEPWMVERKMSQGHCADWESWCEIEELSPKWFIDEDEISQEMVMERLASHGLECSSFREAWKYKGEFELHQGNAERHFMQVTAVKEISTGKRDNEFSNSGRSIPLKSVFLTQQKVPTIQQVHKFDIYDKLFPQNSVIIEYKRLHAEKESLIGNECEEFNQSTYLSKDIGIPPGEKPYESHDFSKLLSFHSLFTQHQTTHFGKLPHGYDECGDAFSCYSFFTQPQRIHSGEK.... Result: 1 (interaction). (5) The miRNA is hsa-miR-597-5p with sequence UGUGUCACUCGAUGACCACUGU. The protein sequence of the target gene is MPHFTVVPVDGPRRGDYDNLEGLSWVDYGERAEREDSDGQGNHRENSPFLCPLDASRGNDYYDRNLALFEEELDIRPKVSSLLGKLVSYTNLTQGAKEHEEAESGEGGRRRAAKAPSMGTLMGVYLPCLQNIFGVILFLRLTWMVGTAGVLQALLIVLICCCCTLLTAISMSAIATNGVVPAGGSYFMISRSLGPEFGGAVGLCFYLGTTFAAAMYILGAIEILLTYIAPPAAIFYPSGTHDMSSATLNNMRVYGTIFLTLMTLVVFVGVKYVNKFASLFLACVIISILSIYAGGIKSIF.... Result: 0 (no interaction). (6) The miRNA is hsa-miR-1185-1-3p with sequence AUAUACAGGGGGAGACUCUUAU. The protein sequence of the target gene is MDDAGGLGGSGGFRPGVDSLDEPPNSRIFLVISKHTSELVLRERFSPFGDIQDIWVVRDKHTKESKGVAFVKFARSSQACRAMEEMHGQCLGPSDTKPIKVFIAQSRSSGSHRDVEDEELTRIFVMIPKSYTEEDLREKFKVYGDIEYCSIIKNKVTGESKGLGYVRYLKPSQAAQAIENCDRSFRALLAEPKNKVSGSPEQDDYSSGRQEALGQEPRANLFPFVGEQQSEFSTFDKNDSRGQEAVSKRLSVVSRVPFTEEQLFSIFDIVPGLEYCEVPRDPYSNYGHGVVQYFNVASAI.... Result: 0 (no interaction).